Dataset: Reaction yield outcomes from USPTO patents with 853,638 reactions. Task: Predict the reaction yield, written as a fraction of the theoretical maximum amount of product (1.0 means a 100% yield; for example, 0.34 means a 34% yield). (1) The reactants are [OH-].[Na+].[CH3:3][C:4]1[O:8][C:7]([C:9]2[CH:14]=[CH:13][CH:12]=[CH:11][CH:10]=2)=[N:6][C:5]=1[CH2:15][O:16][C:17]1[CH:41]=[CH:40][C:20]([CH2:21][O:22]/[N:23]=[C:24](\[C:34]2[CH:39]=[CH:38][CH:37]=[CH:36][CH:35]=2)/[CH2:25][CH2:26][CH2:27][CH2:28][C:29]([O:31]CC)=[O:30])=[CH:19][CH:18]=1.CO.Cl. The catalyst is O1CCCC1. The product is [CH3:3][C:4]1[O:8][C:7]([C:9]2[CH:10]=[CH:11][CH:12]=[CH:13][CH:14]=2)=[N:6][C:5]=1[CH2:15][O:16][C:17]1[CH:18]=[CH:19][C:20]([CH2:21][O:22]/[N:23]=[C:24](\[C:34]2[CH:39]=[CH:38][CH:37]=[CH:36][CH:35]=2)/[CH2:25][CH2:26][CH2:27][CH2:28][C:29]([OH:31])=[O:30])=[CH:40][CH:41]=1. The yield is 0.990. (2) The reactants are C([O-])([O-])=O.[Cs+].[Cs+].[C:7]([C:9]1[CH:24]=[CH:23][C:12]([C:13]([NH:15][C:16]2[CH:21]=[CH:20][NH:19][C:18](=[O:22])[CH:17]=2)=[O:14])=[C:11](F)[CH:10]=1)#[N:8].[F:26][C:27]1[CH:32]=[CH:31][C:30]([OH:33])=[C:29]([O:34][CH3:35])[CH:28]=1. The catalyst is CN(C=O)C. The product is [C:7]([C:9]1[CH:24]=[CH:23][C:12]([C:13]([NH:15][C:16]2[CH:21]=[CH:20][NH:19][C:18](=[O:22])[CH:17]=2)=[O:14])=[C:11]([O:33][C:30]2[CH:31]=[CH:32][C:27]([F:26])=[CH:28][C:29]=2[O:34][CH3:35])[CH:10]=1)#[N:8]. The yield is 0.350.